This data is from Catalyst prediction with 721,799 reactions and 888 catalyst types from USPTO. The task is: Predict which catalyst facilitates the given reaction. (1) Reactant: [Br:1][CH2:2][C:3]([NH:5][C:6]1[CH:16]=[CH:15][C:14]([C:17]2[CH:18]=[C:19]3[C:25]([C:26]4[CH:31]=[CH:30][CH:29]=[CH:28][C:27]=4[O:32][CH3:33])=[N:24][N:23](COCC[Si](C)(C)C)[C:20]3=[N:21][CH:22]=2)=[CH:13][C:7]=1[C:8]([N:10]([CH3:12])[CH3:11])=[O:9])=[O:4].Cl(O)(=O)(=O)=O.O. Product: [Br:1][CH2:2][C:3]([NH:5][C:6]1[CH:16]=[CH:15][C:14]([C:17]2[CH:18]=[C:19]3[C:25]([C:26]4[CH:31]=[CH:30][CH:29]=[CH:28][C:27]=4[O:32][CH3:33])=[N:24][NH:23][C:20]3=[N:21][CH:22]=2)=[CH:13][C:7]=1[C:8]([N:10]([CH3:12])[CH3:11])=[O:9])=[O:4]. The catalyst class is: 15. (2) Reactant: [Cl:1][C:2]1[CH:7]=[CH:6][C:5]([C:8]2[C:13]([CH:14]=[O:15])=[CH:12][N:11]=[CH:10][CH:9]=2)=[C:4]([F:16])[CH:3]=1.[Si]([C:21]([F:24])([F:23])[F:22])(C)(C)C.CCCC[N+](CCCC)(CCCC)CCCC.[F-].O. Product: [Cl:1][C:2]1[CH:7]=[CH:6][C:5]([C:8]2[CH:9]=[CH:10][N:11]=[CH:12][C:13]=2[CH:14]([OH:15])[C:21]([F:24])([F:23])[F:22])=[C:4]([F:16])[CH:3]=1. The catalyst class is: 4.